From a dataset of Full USPTO retrosynthesis dataset with 1.9M reactions from patents (1976-2016). Predict the reactants needed to synthesize the given product. (1) Given the product [CH3:29][S:30]([OH:33])(=[O:32])=[O:31].[NH2:1][C:2]1[C:7]([CH3:8])=[N:6][C:5]([O:9][CH2:10][C:11]([N:13]([CH:15]2[CH2:20][CH2:19][N:18]([CH2:21][C:22]3[CH:23]=[CH:24][CH:25]=[CH:26][CH:27]=3)[CH2:17][CH2:16]2)[CH2:14][CH3:29])=[O:12])=[N:4][C:3]=1[CH3:28], predict the reactants needed to synthesize it. The reactants are: [NH2:1][C:2]1[C:3]([CH3:28])=[N:4][C:5]([O:9][CH2:10][C:11]([N:13]([CH:15]2[CH2:20][CH2:19][N:18]([CH2:21][C:22]3[CH:27]=[CH:26][CH:25]=[CH:24][CH:23]=3)[CH2:17][CH2:16]2)[CH3:14])=[O:12])=[N:6][C:7]=1[CH3:8].[CH3:29][S:30]([OH:33])(=[O:32])=[O:31]. (2) The reactants are: [NH:1]([C:3]1[CH:8]=[C:7]([CH3:9])[CH:6]=[CH:5][N:4]=1)[NH2:2].[Si:10]([O:17][C:18]1[CH:19]=[CH:20][CH:21]=[C:22]2[C:27]=1[N:26]=[C:25]([CH:28]=O)[CH:24]=[CH:23]2)([C:13]([CH3:16])([CH3:15])[CH3:14])([CH3:12])[CH3:11]. Given the product [Si:10]([O:17][C:18]1[CH:19]=[CH:20][CH:21]=[C:22]2[C:27]=1[N:26]=[C:25](/[CH:28]=[N:2]/[NH:1][C:3]1[CH:8]=[C:7]([CH3:9])[CH:6]=[CH:5][N:4]=1)[CH:24]=[CH:23]2)([C:13]([CH3:16])([CH3:15])[CH3:14])([CH3:11])[CH3:12], predict the reactants needed to synthesize it.